This data is from Full USPTO retrosynthesis dataset with 1.9M reactions from patents (1976-2016). The task is: Predict the reactants needed to synthesize the given product. (1) Given the product [CH3:1][O:2][C:3](=[O:30])[C@H:4]([CH3:29])[NH:5][C:6]1[CH:11]=[CH:10][C:9]([O:12][CH2:13][C:14]([OH:16])=[O:15])=[CH:8][C:7]=1[C:21](=[O:28])[C:22]1[CH:23]=[CH:24][CH:25]=[CH:26][CH:27]=1, predict the reactants needed to synthesize it. The reactants are: [CH3:1][O:2][C:3](=[O:30])[C@H:4]([CH3:29])[NH:5][C:6]1[CH:11]=[CH:10][C:9]([O:12][CH2:13][C:14]([O:16]C(C)(C)C)=[O:15])=[CH:8][C:7]=1[C:21](=[O:28])[C:22]1[CH:27]=[CH:26][CH:25]=[CH:24][CH:23]=1.Cl.O1CCOCC1. (2) The reactants are: Br[C:2]1[C:10]2[C:5](=[CH:6][C:7]([F:11])=[CH:8][CH:9]=2)[N:4]([S:12]([C:15]2[CH:20]=[CH:19][CH:18]=[CH:17][CH:16]=2)(=[O:14])=[O:13])[CH:3]=1.[CH3:21][C:22]1[CH:27]=[CH:26][C:25](B2OC(C)(C)C(C)(C)O2)=[CH:24][N:23]=1.[O-]P([O-])([O-])=O.[K+].[K+].[K+].COC1C=CC=C(OC)C=1C1C=CC=CC=1P(C1CCCCC1)C1CCCCC1. Given the product [F:11][C:7]1[CH:6]=[C:5]2[C:10]([C:2]([C:25]3[CH:24]=[N:23][C:22]([CH3:21])=[CH:27][CH:26]=3)=[CH:3][N:4]2[S:12]([C:15]2[CH:20]=[CH:19][CH:18]=[CH:17][CH:16]=2)(=[O:14])=[O:13])=[CH:9][CH:8]=1, predict the reactants needed to synthesize it. (3) Given the product [CH3:15][O:14][C:8]1[C:9]([CH2:11][CH2:12][OH:13])=[CH:10][C:5]2[CH:3]=[CH:2][O:16][C:6]=2[CH:7]=1, predict the reactants needed to synthesize it. The reactants are: Br[CH2:2][C:3]([C:5]1[CH:10]=[C:9]([CH2:11][CH2:12][OH:13])[C:8]([O:14][CH3:15])=[CH:7][C:6]=1[OH:16])=O.C([O-])(=O)C.[Na+].O.C(OCC)(=O)C. (4) Given the product [Cl:14][C:15]1[N:20]=[C:19]2[N:21]([CH2:3][CH2:4][N:5]([CH3:7])[CH3:6])[N:22]=[C:23]([I:24])[C:18]2=[C:17]([CH:25]([F:26])[F:27])[CH:16]=1, predict the reactants needed to synthesize it. The reactants are: Cl.Cl[CH2:3][CH2:4][N:5]([CH3:7])[CH3:6].C(=O)([O-])[O-].[Cs+].[Cs+].[Cl:14][C:15]1[N:20]=[C:19]2[NH:21][N:22]=[C:23]([I:24])[C:18]2=[C:17]([CH:25]([F:27])[F:26])[CH:16]=1.O. (5) The reactants are: [CH3:1][N:2]([CH3:35])[CH2:3][CH2:4][O:5][C:6]1[CH:11]=[CH:10][C:9]([C:12]2[NH:28][C:15]3[N:16]=[CH:17][N:18]=[C:19]([NH:20][CH2:21][C@@H:22]4[CH2:25][CH2:24][C@@H:23]4[O:26]C)[C:14]=3[C:13]=2[C:29]2[CH:34]=[CH:33][CH:32]=[CH:31][CH:30]=2)=[CH:8][CH:7]=1.B(Br)(Br)Br. Given the product [CH3:1][N:2]([CH3:35])[CH2:3][CH2:4][O:5][C:6]1[CH:7]=[CH:8][C:9]([C:12]2[NH:28][C:15]3[N:16]=[CH:17][N:18]=[C:19]([NH:20][CH2:21][C@H:22]4[CH2:25][CH2:24][C@H:23]4[OH:26])[C:14]=3[C:13]=2[C:29]2[CH:34]=[CH:33][CH:32]=[CH:31][CH:30]=2)=[CH:10][CH:11]=1, predict the reactants needed to synthesize it. (6) The reactants are: C([Li])CCC.[C:6]([O:10][C:11]([N:13]1[CH2:18][CH2:17][CH:16]([CH:19]=[C:20](Br)Br)[CH2:15][CH2:14]1)=[O:12])([CH3:9])([CH3:8])[CH3:7].[C:23](Cl)(=[O:26])[O:24][CH3:25].[Cl-].[NH4+]. Given the product [C:6]([O:10][C:11]([N:13]1[CH2:18][CH2:17][CH:16]([C:19]#[C:20][C:23]([O:24][CH3:25])=[O:26])[CH2:15][CH2:14]1)=[O:12])([CH3:9])([CH3:8])[CH3:7], predict the reactants needed to synthesize it.